This data is from Forward reaction prediction with 1.9M reactions from USPTO patents (1976-2016). The task is: Predict the product of the given reaction. (1) The product is: [CH2:29]([C:18]1[C:19]2[C:24](=[CH:23][C:22]([C:25]([F:28])([F:27])[F:26])=[CH:21][CH:20]=2)[N:16]([C:13]2[S:14][CH:15]=[C:11]([C:9]3[NH:8][C:3]4[CH:4]=[CH:5][CH:6]=[CH:7][C:2]=4[N:1]=3)[N:12]=2)[CH:17]=1)[CH:30]([CH3:32])[CH3:31]. Given the reactants [NH2:1][C:2]1[CH:7]=[CH:6][CH:5]=[CH:4][C:3]=1[NH:8][C:9]([C:11]1[N:12]=[C:13]([N:16]2[C:24]3[C:19](=[CH:20][CH:21]=[C:22]([C:25]([F:28])([F:27])[F:26])[CH:23]=3)[C:18]([CH2:29][CH:30]([CH3:32])[CH3:31])=[CH:17]2)[S:14][CH:15]=1)=O, predict the reaction product. (2) Given the reactants [NH2:1][C:2]1[N:7]=[C:6]([C:8]2[O:9][CH:10]=[CH:11][CH:12]=2)[C:5]([C:13]#[N:14])=[C:4](S(C)=O)[N:3]=1.[NH2:18][CH2:19][CH2:20][NH:21][C:22]1[CH:23]=[CH:24][C:25]([N+:29]([O-:31])=[O:30])=[C:26]([NH2:28])[CH:27]=1, predict the reaction product. The product is: [NH2:1][C:2]1[N:3]=[C:4]([NH:18][CH2:19][CH2:20][NH:21][C:22]2[CH:23]=[CH:24][C:25]([N+:29]([O-:31])=[O:30])=[C:26]([NH2:28])[CH:27]=2)[C:5]([C:13]#[N:14])=[C:6]([C:8]2[O:9][CH:10]=[CH:11][CH:12]=2)[N:7]=1. (3) The product is: [Cl:1][C:2]1[N:3]=[C:4]([N:12]2[CH2:17][CH2:16][O:15][CH2:14][CH2:13]2)[C:5]2[S:10][C:9]([NH:20][CH2:21][CH2:22][OH:18])=[CH:8][C:6]=2[N:7]=1. Given the reactants [Cl:1][C:2]1[N:3]=[C:4]([N:12]2[CH2:17][CH2:16][O:15][CH2:14][CH2:13]2)[C:5]2[S:10][C:9](I)=[CH:8][C:6]=2[N:7]=1.[O:18]1[CH2:22][CH2:21][NH:20]C1=O.[O-]P([O-])([O-])=O.[K+].[K+].[K+], predict the reaction product. (4) The product is: [C:17]([C:19]1([C:22]([N:6]2[CH2:7][CH:8]([NH:9][C:10](=[O:16])[O:11][C:12]([CH3:13])([CH3:15])[CH3:14])[C:4]3([CH2:1][CH2:2][CH2:3]3)[CH2:5]2)=[O:23])[CH2:21][CH2:20]1)#[N:18]. Given the reactants [CH2:1]1[C:4]2([CH:8]([NH:9][C:10](=[O:16])[O:11][C:12]([CH3:15])([CH3:14])[CH3:13])[CH2:7][NH:6][CH2:5]2)[CH2:3][CH2:2]1.[C:17]([C:19]1([C:22](O)=[O:23])[CH2:21][CH2:20]1)#[N:18].C(Cl)CCl.C1C=CC2N(O)N=NC=2C=1.CCN(C(C)C)C(C)C, predict the reaction product. (5) Given the reactants [OH-:1].[Na+].ClC(Cl)(Cl)[C:5]([C:7]1[C:15]2[C:10](=[CH:11][CH:12]=[C:13]([CH3:16])[CH:14]=2)[NH:9][CH:8]=1)=[O:6].[CH3:19][O-].[Na+], predict the reaction product. The product is: [CH3:16][C:13]1[CH:14]=[C:15]2[C:10](=[CH:11][CH:12]=1)[NH:9][CH:8]=[C:7]2[C:5]([O:6][CH3:19])=[O:1]. (6) Given the reactants [CH3:1][O:2][N:3]=[C:4]([CH2:8][S:9][CH3:10])[C:5](O)=[O:6].C(Cl)(=O)C(Cl)=O.Cl.Cl.[Cl:19][C:20]1[C:24]([NH:25][CH2:26][CH3:27])=[CH:23][N:22]([C:28]2[CH:29]=[N:30][CH:31]=[CH:32][CH:33]=2)[N:21]=1.N1C=CC=CC=1, predict the reaction product. The product is: [Cl:19][C:20]1[C:24]([N:25]([CH2:26][CH3:27])[C:5](=[O:6])[C:4](=[N:3][O:2][CH3:1])[CH2:8][S:9][CH3:10])=[CH:23][N:22]([C:28]2[CH:29]=[N:30][CH:31]=[CH:32][CH:33]=2)[N:21]=1. (7) Given the reactants CC([N:5]([CH2:9][C:10]1[CH:15]=[CH:14][CH:13]=[C:12]([CH2:16][N:17]2[C:25]3[C:20](=[C:21]([O:27][CH3:28])[C:22]([F:26])=[CH:23][CH:24]=3)[C:19]([NH:29][S:30]([C:33]3[S:34][C:35]([Cl:38])=[CH:36][CH:37]=3)(=[O:32])=[O:31])=[N:18]2)[CH:11]=1)C(=O)[O-])(C)C.FC(F)(F)C(O)=O, predict the reaction product. The product is: [NH2:5][CH2:9][C:10]1[CH:11]=[C:12]([CH2:16][N:17]2[C:25]3[C:20](=[C:21]([O:27][CH3:28])[C:22]([F:26])=[CH:23][CH:24]=3)[C:19]([NH:29][S:30]([C:33]3[S:34][C:35]([Cl:38])=[CH:36][CH:37]=3)(=[O:32])=[O:31])=[N:18]2)[CH:13]=[CH:14][CH:15]=1. (8) Given the reactants [SiH3][OH:2].[C:3]1(Br)[C:12]2[C:7](=[CH:8][CH:9]=[CH:10][CH:11]=2)[CH:6]=[CH:5][CH:4]=1.C([Li])CCC.Cl[Si:20](Cl)([C:27]1[CH:32]=[CH:31][CH:30]=[CH:29][CH:28]=1)[C:21]1[CH:26]=[CH:25][CH:24]=[CH:23][CH:22]=1, predict the reaction product. The product is: [C:3]1([Si:20]([C:27]2[CH:32]=[CH:31][CH:30]=[CH:29][CH:28]=2)([C:21]2[CH:26]=[CH:25][CH:24]=[CH:23][CH:22]=2)[OH:2])[C:12]2[C:7](=[CH:8][CH:9]=[CH:10][CH:11]=2)[CH:6]=[CH:5][CH:4]=1.